From a dataset of Forward reaction prediction with 1.9M reactions from USPTO patents (1976-2016). Predict the product of the given reaction. (1) Given the reactants [C:1]1([OH:7])[CH:6]=[CH:5][CH:4]=[CH:3][CH:2]=1.[C:8](Cl)(=[O:10])[CH3:9].C(OC(=O)C)(=O)C.[Al+3].[Cl-].[Cl-].[Cl-], predict the reaction product. The product is: [OH:7][C:1]1[CH:6]=[CH:5][CH:4]=[CH:3][C:2]=1[C:8](=[O:10])[CH3:9]. (2) Given the reactants [N+:1]([C:4]1[CH:5]=[C:6]([C:10]2[C:14]([C:15]3[CH:20]=[CH:19][N:18]=[CH:17][CH:16]=3)=[CH:13][NH:12][N:11]=2)[CH:7]=[CH:8][CH:9]=1)([O-])=O, predict the reaction product. The product is: [N:18]1[CH:17]=[CH:16][C:15]([C:14]2[C:10]([C:6]3[CH:5]=[C:4]([NH2:1])[CH:9]=[CH:8][CH:7]=3)=[N:11][NH:12][CH:13]=2)=[CH:20][CH:19]=1. (3) The product is: [Br:18][CH2:17][C:1]1[CH:2]=[CH:3][C:4]([C:7]2[CH:16]=[CH:15][CH:14]=[CH:13][C:8]=2[C:9]([O:11][CH3:12])=[O:10])=[CH:5][CH:6]=1. Given the reactants [C:1]1([CH3:17])[CH:6]=[CH:5][C:4]([C:7]2[CH:16]=[CH:15][CH:14]=[CH:13][C:8]=2[C:9]([O:11][CH3:12])=[O:10])=[CH:3][CH:2]=1.[Br:18]N1C(=O)CCC1=O.N(C(C)(C)C#N)=NC(C)(C)C#N, predict the reaction product.